From a dataset of Full USPTO retrosynthesis dataset with 1.9M reactions from patents (1976-2016). Predict the reactants needed to synthesize the given product. (1) Given the product [F:21][CH:22]([F:31])[O:23][C:24]1[CH:25]=[C:26]([NH:30][C:2]2[C:11]3[C:6](=[CH:7][CH:8]=[C:9]([N+:12]([O-:14])=[O:13])[CH:10]=3)[N:5]=[C:4]([C:15]3[CH:20]=[N:19][CH:18]=[CH:17][N:16]=3)[N:3]=2)[CH:27]=[CH:28][CH:29]=1, predict the reactants needed to synthesize it. The reactants are: Cl[C:2]1[C:11]2[C:6](=[CH:7][CH:8]=[C:9]([N+:12]([O-:14])=[O:13])[CH:10]=2)[N:5]=[C:4]([C:15]2[CH:20]=[N:19][CH:18]=[CH:17][N:16]=2)[N:3]=1.[F:21][CH:22]([F:31])[O:23][C:24]1[CH:25]=[C:26]([NH2:30])[CH:27]=[CH:28][CH:29]=1.CCN(CC)CC. (2) Given the product [Cl:1][C:2]1[CH:7]=[CH:6][C:5]([C:8]2[S:9][C:10]([CH3:27])=[C:11]([CH:13]3[C:17](=[O:18])[CH:16]([CH2:19][CH:20]4[CH2:25][CH2:24][O:23][CH2:22][CH2:21]4)[CH2:15][C:14]3=[O:26])[N:12]=2)=[CH:4][CH:3]=1, predict the reactants needed to synthesize it. The reactants are: [Cl:1][C:2]1[CH:7]=[CH:6][C:5]([C:8]2[S:9][C:10]([CH3:27])=[C:11]([CH:13]3[C:17](=[O:18])/[C:16](=[CH:19]/[CH:20]4[CH2:25][CH2:24][O:23][CH2:22][CH2:21]4)/[CH2:15][C:14]3=[O:26])[N:12]=2)=[CH:4][CH:3]=1.[H][H]. (3) Given the product [Br:18][C:7]1[CH:8]=[CH:9][C:10]2[C:11]3[C:16](=[CH:15][C:14]([Br:17])=[CH:13][CH:12]=3)[C:4]3([O:19][CH2:20][CH:21]=[CH:2][CH2:1]3)[C:5]=2[CH:6]=1, predict the reactants needed to synthesize it. The reactants are: [CH2:1]([C:4]1([O:19][CH2:20][CH:21]=C)[C:16]2[CH:15]=[C:14]([Br:17])[CH:13]=[CH:12][C:11]=2[C:10]2[C:5]1=[CH:6][C:7]([Br:18])=[CH:8][CH:9]=2)[CH:2]=C. (4) Given the product [CH:1]12[CH2:7][CH:4]([CH:5]=[CH:6]1)[CH2:3][CH:2]2[C:8]1([CH3:15])[NH:12][C:11](=[O:13])[N:10]([CH2:17][C:18](=[O:19])[C:20]2[CH:25]=[CH:24][CH:23]=[CH:22][CH:21]=2)[C:9]1=[O:14], predict the reactants needed to synthesize it. The reactants are: [CH:1]12[CH2:7][CH:4]([CH:5]=[CH:6]1)[CH2:3][CH:2]2[C:8]1([CH3:15])[NH:12][C:11](=[O:13])[NH:10][C:9]1=[O:14].Br[CH2:17][C:18]([C:20]1[CH:25]=[CH:24][CH:23]=[CH:22][CH:21]=1)=[O:19]. (5) Given the product [Cl:5][C:6]1[C:14]([C:15]2[CH2:19][CH2:18][O:17][N:16]=2)=[C:13]([S:20]([CH3:23])(=[O:22])=[O:21])[CH:12]=[CH:11][C:7]=1[C:8]([Cl:3])=[O:9], predict the reactants needed to synthesize it. The reactants are: S(Cl)([Cl:3])=O.[Cl:5][C:6]1[C:14]([C:15]2[CH2:19][CH2:18][O:17][N:16]=2)=[C:13]([S:20]([CH3:23])(=[O:22])=[O:21])[CH:12]=[CH:11][C:7]=1[C:8](O)=[O:9].CN(C)C=O. (6) Given the product [Cl:6][C:7]1[C:8]([CH:19]([C:33]2[CH:38]=[C:37]([F:39])[CH:36]=[CH:35][C:34]=2[F:40])[S:20]([C:23]2[CH:28]=[CH:27][C:26]([C:29]([F:31])([F:30])[F:32])=[CH:25][CH:24]=2)(=[O:22])=[O:21])=[CH:9][C:10]([CH2:13][CH2:14][C:15]([OH:17])=[O:16])=[N:11][CH:12]=1, predict the reactants needed to synthesize it. The reactants are: O1CCCC1.[Cl:6][C:7]1[C:8]([CH:19]([C:33]2[CH:38]=[C:37]([F:39])[CH:36]=[CH:35][C:34]=2[F:40])[S:20]([C:23]2[CH:28]=[CH:27][C:26]([C:29]([F:32])([F:31])[F:30])=[CH:25][CH:24]=2)(=[O:22])=[O:21])=[CH:9][C:10]([CH2:13][CH2:14][C:15]([O:17]C)=[O:16])=[N:11][CH:12]=1.[OH-].[Na+].Cl. (7) Given the product [CH3:18][S:19]([O:9][CH2:8][CH:6]1[CH2:5][CH2:4][O:3][C:2]([CH3:10])([CH3:1])[CH2:7]1)(=[O:21])=[O:20], predict the reactants needed to synthesize it. The reactants are: [CH3:1][C:2]1([CH3:10])[CH2:7][CH:6]([CH2:8][OH:9])[CH2:5][CH2:4][O:3]1.C(N(CC)CC)C.[CH3:18][S:19](Cl)(=[O:21])=[O:20].C(=O)(O)[O-].[Na+].